This data is from Reaction yield outcomes from USPTO patents with 853,638 reactions. The task is: Predict the reaction yield, written as a fraction of the theoretical maximum amount of product (1.0 means a 100% yield; for example, 0.34 means a 34% yield). (1) The reactants are [CH3:1][S:2]([NH:5][CH2:6][C:7]1[C:15]2[S:14](=[O:17])(=[O:16])[N:13]=[C:12]([CH2:18][C:19]([OH:21])=O)[NH:11][C:10]=2[S:9][CH:8]=1)(=[O:4])=[O:3].F[P-](F)(F)(F)(F)F.N1(OC(N(C)C)=[N+](C)C)C2N=CC=CC=2N=N1.CN1CCOCC1.C[O:54][C:55]([C:57]1([CH2:60][NH:61][CH2:62][C:63]2[CH:68]=[CH:67][C:66]([F:69])=[CH:65][CH:64]=2)[CH2:59][CH2:58]1)=O.[O-]CC.[Na+].C(O)C. The catalyst is CN(C)C=O. The product is [F:69][C:66]1[CH:65]=[CH:64][C:63]([CH2:62][N:61]2[C:19](=[O:21])[C:18]([C:12]3[NH:11][C:10]4[S:9][CH:8]=[C:7]([CH2:6][NH:5][S:2]([CH3:1])(=[O:3])=[O:4])[C:15]=4[S:14](=[O:16])(=[O:17])[N:13]=3)=[C:55]([OH:54])[C:57]3([CH2:58][CH2:59]3)[CH2:60]2)=[CH:68][CH:67]=1. The yield is 0.130. (2) The reactants are [CH2:1]([O:8][CH2:9][N:10]1[C:15](=[O:16])[C:14]([Br:17])=[N:13][N:12]([CH2:18][C:19](F)(F)C2C=CC=CC=2)[C:11]1=[O:28])[C:2]1[CH:7]=[CH:6][CH:5]=[CH:4][CH:3]=1.[Br:29]CCO. No catalyst specified. The product is [CH2:1]([O:8][CH2:9][N:10]1[C:15](=[O:16])[C:14]([Br:17])=[N:13][N:12]([CH2:18][CH2:19][Br:29])[C:11]1=[O:28])[C:2]1[CH:7]=[CH:6][CH:5]=[CH:4][CH:3]=1. The yield is 0.850. (3) The reactants are [C:1]([O:5][C:6](=[O:27])[NH:7][C:8]([CH3:26])([CH3:25])[CH2:9][C:10]1[C:18]2[C:13](=[C:14]([CH:19]=[CH:20][S:21]([CH3:24])(=[O:23])=[O:22])[CH:15]=[CH:16][CH:17]=2)[NH:12][CH:11]=1)([CH3:4])([CH3:3])[CH3:2]. The catalyst is CO.[Pd]. The product is [C:1]([O:5][C:6](=[O:27])[NH:7][C:8]([CH3:26])([CH3:25])[CH2:9][C:10]1[C:18]2[C:13](=[C:14]([CH2:19][CH2:20][S:21]([CH3:24])(=[O:23])=[O:22])[CH:15]=[CH:16][CH:17]=2)[NH:12][CH:11]=1)([CH3:3])([CH3:4])[CH3:2]. The yield is 0.800. (4) The reactants are [OH:1][C:2]1[N:3]=[C:4]([C:25]2[CH:30]=[CH:29][C:28]([O:31][CH3:32])=[CH:27][CH:26]=2)[N:5]([CH2:18][C:19]2[CH:24]=[CH:23][CH:22]=[CH:21][CH:20]=2)[C:6](=[O:17])[C:7]=1[C:8]([NH:10][CH2:11][C:12]([O:14]CC)=[O:13])=[O:9].N(CC(OCC)=O)=C=O.C(N(CC)C(C)C)(C)C.Cl. The catalyst is O1CCCC1. The product is [OH:1][C:2]1[N:3]=[C:4]([C:25]2[CH:26]=[CH:27][C:28]([O:31][CH3:32])=[CH:29][CH:30]=2)[N:5]([CH2:18][C:19]2[CH:24]=[CH:23][CH:22]=[CH:21][CH:20]=2)[C:6](=[O:17])[C:7]=1[C:8]([NH:10][CH2:11][C:12]([OH:14])=[O:13])=[O:9]. The yield is 0.410. (5) No catalyst specified. The yield is 0.950. The product is [Cl:11][C:12]1[C:18]([F:19])=[CH:17][CH:16]=[CH:15][C:13]=1[NH:14][CH:5]=[O:7]. The reactants are C(O[C:5](=[O:7])C)(=O)C.C(O)=O.[Cl:11][C:12]1[C:18]([F:19])=[CH:17][CH:16]=[CH:15][C:13]=1[NH2:14]. (6) The reactants are CCCC[N+](CCCC)(CCCC)CCCC.[F-].[C:19]1([Si:25]([C:83]2[CH:88]=[CH:87][CH:86]=[CH:85][CH:84]=2)([C:77]2[CH:82]=[CH:81][CH:80]=[CH:79][CH:78]=2)[C:26]2[CH:27]=[CH:28][C:29]3[N:30]([Si](C4C=CC=CC=4)(C4C=CC=CC=4)C4C=CC=CC=4)[C:31]4[C:36]([C:37]=3[CH:38]=2)=[CH:35][C:34]([Si:39]([C:52]2[CH:57]=[CH:56][CH:55]=[CH:54][CH:53]=2)([C:46]2[CH:51]=[CH:50][CH:49]=[CH:48][CH:47]=2)[C:40]2[CH:45]=[CH:44][CH:43]=[CH:42][CH:41]=2)=[CH:33][CH:32]=4)[CH:24]=[CH:23][CH:22]=[CH:21][CH:20]=1. The catalyst is C(Cl)Cl. The product is [C:52]1([Si:39]([C:40]2[CH:41]=[CH:42][CH:43]=[CH:44][CH:45]=2)([C:46]2[CH:47]=[CH:48][CH:49]=[CH:50][CH:51]=2)[C:34]2[CH:33]=[CH:32][C:31]3[NH:30][C:29]4[C:37]([C:36]=3[CH:35]=2)=[CH:38][C:26]([Si:25]([C:19]2[CH:20]=[CH:21][CH:22]=[CH:23][CH:24]=2)([C:77]2[CH:82]=[CH:81][CH:80]=[CH:79][CH:78]=2)[C:83]2[CH:88]=[CH:87][CH:86]=[CH:85][CH:84]=2)=[CH:27][CH:28]=4)[CH:57]=[CH:56][CH:55]=[CH:54][CH:53]=1. The yield is 0.970.